The task is: Regression. Given two drug SMILES strings and cell line genomic features, predict the synergy score measuring deviation from expected non-interaction effect.. This data is from NCI-60 drug combinations with 297,098 pairs across 59 cell lines. (1) Drug 1: C1=CC(=CC=C1CC(C(=O)O)N)N(CCCl)CCCl.Cl. Drug 2: C(=O)(N)NO. Cell line: MOLT-4. Synergy scores: CSS=46.1, Synergy_ZIP=1.36, Synergy_Bliss=1.35, Synergy_Loewe=-33.6, Synergy_HSA=0.854. (2) Drug 1: COC1=NC(=NC2=C1N=CN2C3C(C(C(O3)CO)O)O)N. Drug 2: CN(CCCl)CCCl.Cl. Cell line: KM12. Synergy scores: CSS=15.7, Synergy_ZIP=-9.86, Synergy_Bliss=-1.60, Synergy_Loewe=-0.274, Synergy_HSA=-0.144. (3) Drug 1: C1=NC2=C(N1)C(=S)N=CN2. Cell line: TK-10. Drug 2: C(CC(=O)O)C(=O)CN.Cl. Synergy scores: CSS=35.1, Synergy_ZIP=-2.11, Synergy_Bliss=0.348, Synergy_Loewe=-1.18, Synergy_HSA=1.06. (4) Drug 1: C1=CC(=CC=C1C#N)C(C2=CC=C(C=C2)C#N)N3C=NC=N3. Drug 2: C1=CN(C=N1)CC(O)(P(=O)(O)O)P(=O)(O)O. Cell line: HCT116. Synergy scores: CSS=3.97, Synergy_ZIP=0.869, Synergy_Bliss=-1.98, Synergy_Loewe=3.38, Synergy_HSA=0.138. (5) Drug 1: C1CCN(CC1)CCOC2=CC=C(C=C2)C(=O)C3=C(SC4=C3C=CC(=C4)O)C5=CC=C(C=C5)O. Drug 2: C1=NC2=C(N1)C(=S)N=C(N2)N. Cell line: SN12C. Synergy scores: CSS=24.2, Synergy_ZIP=-3.50, Synergy_Bliss=-4.34, Synergy_Loewe=-1.57, Synergy_HSA=-0.682.